Dataset: Full USPTO retrosynthesis dataset with 1.9M reactions from patents (1976-2016). Task: Predict the reactants needed to synthesize the given product. (1) Given the product [CH3:8][O:9][CH2:10][CH2:11][N:12]1[CH:6]([C:2]2[S:1][CH:5]=[CH:4][CH:3]=2)[CH:14]([C:13]([NH:25][C:26]2[CH:31]=[CH:30][CH:29]=[CH:28][CH:27]=2)=[O:24])[C:15]2[C:16](=[CH:20][CH:21]=[CH:22][CH:23]=2)[C:17]1=[O:19], predict the reactants needed to synthesize it. The reactants are: [S:1]1[CH:5]=[CH:4][CH:3]=[C:2]1[CH:6]=O.[CH3:8][O:9][CH2:10][CH2:11][NH2:12].[C:13]1(=[O:24])[O:19][C:17](=O)[C:16]2=[CH:20][CH:21]=[CH:22][CH:23]=[C:15]2[CH2:14]1.[NH2:25][C:26]1[CH:31]=[CH:30][CH:29]=[CH:28][CH:27]=1. (2) Given the product [CH3:1][O:2][CH2:3][C:4]1[NH:11][CH2:7][CH:8]([CH3:9])[N:10]=1, predict the reactants needed to synthesize it. The reactants are: [CH3:1][O:2][CH2:3][C:4](O)=O.[CH2:7]([NH2:11])[CH:8]([NH2:10])[CH3:9]. (3) Given the product [CH3:14][C:12]1[CH:13]=[C:8]([CH3:7])[N:9]=[CH:10][C:11]=1[C:25]1[CH:26]=[CH:27][C:28]2[N:34]3[CH2:35][C@H:31]([CH2:32][CH2:33]3)[N:30]([C:36]([NH:38][C:39]3[CH:44]=[N:43][CH:42]=[CH:41][N:40]=3)=[O:37])[C:29]=2[N:45]=1, predict the reactants needed to synthesize it. The reactants are: C([O-])([O-])=O.[Cs+].[Cs+].[CH3:7][C:8]1[CH:13]=[C:12]([CH3:14])[C:11](B2OC(C)(C)C(C)(C)O2)=[CH:10][N:9]=1.Cl[C:25]1[CH:26]=[CH:27][C:28]2[N:34]3[CH2:35][C@H:31]([CH2:32][CH2:33]3)[N:30]([C:36]([NH:38][C:39]3[CH:44]=[N:43][CH:42]=[CH:41][N:40]=3)=[O:37])[C:29]=2[N:45]=1.CC(C1C=C(C(C)C)C(C2C=CC=CC=2P(C2CCCCC2)C2CCCCC2)=C(C(C)C)C=1)C. (4) Given the product [ClH:22].[Cl:22][C:23]1[CH:42]=[CH:41][C:26]([NH:27][C:28]2[C:37]3[C:32](=[CH:33][C:34]([O:13][CH2:14][CH2:15][CH2:16][N:17]4[CH:21]=[CH:20][N:19]=[CH:18]4)=[C:35]([O:38][CH3:39])[CH:36]=3)[N:31]=[CH:30][N:29]=2)=[C:25]([F:43])[CH:24]=1, predict the reactants needed to synthesize it. The reactants are: N(C(OCC)=O)=NC(OCC)=O.[OH:13][CH2:14][CH2:15][CH2:16][N:17]1[CH:21]=[CH:20][N:19]=[CH:18]1.[Cl:22][C:23]1[CH:42]=[CH:41][C:26]([NH:27][C:28]2[C:37]3[C:32](=[CH:33][C:34](O)=[C:35]([O:38][CH3:39])[CH:36]=3)[N:31]=[CH:30][N:29]=2)=[C:25]([F:43])[CH:24]=1.C1(P(C2C=CC=CC=2)C2C=CC=CC=2)C=CC=CC=1.